From a dataset of Human intestinal absorption (HIA) binary classification data from Hou et al.. Regression/Classification. Given a drug SMILES string, predict its absorption, distribution, metabolism, or excretion properties. Task type varies by dataset: regression for continuous measurements (e.g., permeability, clearance, half-life) or binary classification for categorical outcomes (e.g., BBB penetration, CYP inhibition). Dataset: hia_hou. (1) The compound is COc1ccc2[nH]c(S(=O)Cc3ncc(C)c(OC)c3C)nc2c1. The result is 1 (good absorption). (2) The compound is CCc1cccc2c1N[C@@H]1[C@H]2CCOC1(CC(=O)O)CC(=O)O. The result is 1 (good absorption). (3) The molecule is C#CCN(C)[C@@H](C)Cc1ccccc1. The result is 1 (good absorption). (4) The drug is c1ccc(CC2=NCCN2)cc1. The result is 1 (good absorption).